From a dataset of Catalyst prediction with 721,799 reactions and 888 catalyst types from USPTO. Predict which catalyst facilitates the given reaction. Reactant: Cl[C:2]1[N:7]=[C:6]([NH:8][C:9]2[CH:14]=[CH:13][C:12]([F:15])=[C:11]([F:16])[CH:10]=2)[C:5]([F:17])=[CH:4][N:3]=1.[NH2:18][C:19]1[CH:20]=[CH:21][C:22]2[O:26][CH:25]([C:27]([O:29][CH3:30])=[O:28])[CH2:24][C:23]=2[CH:31]=1. Product: [F:16][C:11]1[CH:10]=[C:9]([NH:8][C:6]2[C:5]([F:17])=[CH:4][N:3]=[C:2]([NH:18][C:19]3[CH:20]=[CH:21][C:22]4[O:26][CH:25]([C:27]([O:29][CH3:30])=[O:28])[CH2:24][C:23]=4[CH:31]=3)[N:7]=2)[CH:14]=[CH:13][C:12]=1[F:15]. The catalyst class is: 5.